This data is from Catalyst prediction with 721,799 reactions and 888 catalyst types from USPTO. The task is: Predict which catalyst facilitates the given reaction. (1) Reactant: CC1(C)CCCC(C)(C)N1.C([Li])CCC.[Cl:16][C:17]1[CH:22]=[N:21][CH:20]=[C:19]([N:23]2[C:27]([CH3:28])=[CH:26][C:25]([CH3:29])=[N:24]2)[N:18]=1.[CH2:30]([O:32]C=O)[CH3:31]. Product: [Cl:16][C:17]1[C:22]([CH:30]=[O:32])=[N:21][CH:20]=[C:19]([N:23]2[C:27]([CH3:28])=[CH:26][C:25]([CH3:29])=[N:24]2)[N:18]=1.[Cl:16][C:17]1[N:18]=[C:19]([N:23]2[C:27]([CH3:28])=[CH:26][C:25]([CH3:29])=[N:24]2)[C:31]([CH:30]=[O:32])=[N:21][CH:22]=1. The catalyst class is: 7. (2) Product: [S:17]=[C:16]1[NH:1][C:2]2=[C:3]([C:4]([O:6][CH3:7])=[O:5])[CH:8]=[CH:9][CH:10]=[C:11]2[O:12]1. The catalyst class is: 17. Reactant: [NH2:1][C:2]1[C:11]([OH:12])=[CH:10][CH:9]=[CH:8][C:3]=1[C:4]([O:6][CH3:7])=[O:5].C(O[C:16]([S-])=[S:17])C.[K+].Cl. (3) Reactant: [Cl:1][C:2]1[CH:3]=[C:4]([N+:9]([O-])=O)[C:5]([OH:8])=[N:6][CH:7]=1.[Cl-].[Ca+2].[Cl-]. Product: [NH2:9][C:4]1[C:5]([OH:8])=[N:6][CH:7]=[C:2]([Cl:1])[CH:3]=1. The catalyst class is: 679. (4) Reactant: [F:1][C:2]([F:19])([F:18])[CH:3]([C:5]1[CH:10]=[CH:9][C:8]([C:11]2[CH:16]=[CH:15][CH:14]=[C:13]([F:17])[CH:12]=2)=[CH:7][CH:6]=1)[OH:4].[H-].[Na+].[NH2:22][C:23]1[N:28]=[C:27](Cl)[CH:26]=[C:25]([Cl:30])[N:24]=1.C(O)(C(F)(F)F)=O. Product: [Cl:30][C:25]1[CH:26]=[C:27]([O:4][CH:3]([C:5]2[CH:10]=[CH:9][C:8]([C:11]3[CH:16]=[CH:15][CH:14]=[C:13]([F:17])[CH:12]=3)=[CH:7][CH:6]=2)[C:2]([F:1])([F:18])[F:19])[N:28]=[C:23]([NH2:22])[N:24]=1. The catalyst class is: 1. (5) Reactant: [CH2:1]([C:3](=[CH:6][CH2:7][C:8]1[C:9]([O:21][CH2:22][CH2:23][Si:24]([CH3:27])([CH3:26])[CH3:25])=[C:10]2[C:14](=[C:15]([CH3:19])[C:16]=1[CH2:17][CH3:18])[CH2:13][O:12][C:11]2=[O:20])[CH:4]=O)[CH3:2].C(O)(=O)C(O)=O.[CH2:34]([O:36][P:37]([CH2:42][CH2:43][NH2:44])(=[O:41])[O:38][CH2:39][CH3:40])[CH3:35].C(O)(=O)C.C(O[BH-](OC(=O)C)OC(=O)C)(=O)C.[Na+]. Product: [CH2:39]([O:38][P:37]([CH2:42][CH2:43][NH:44][CH2:4][C:3]([CH2:1][CH3:2])=[CH:6][CH2:7][C:8]1[C:9]([O:21][CH2:22][CH2:23][Si:24]([CH3:25])([CH3:27])[CH3:26])=[C:10]2[C:14](=[C:15]([CH3:19])[C:16]=1[CH2:17][CH3:18])[CH2:13][O:12][C:11]2=[O:20])(=[O:41])[O:36][CH2:34][CH3:35])[CH3:40]. The catalyst class is: 3.